From a dataset of Retrosynthesis with 50K atom-mapped reactions and 10 reaction types from USPTO. Predict the reactants needed to synthesize the given product. Given the product COc1ccc2cnc(Nc3cc(CN4CCCC4)ccn3)cc2c1, predict the reactants needed to synthesize it. The reactants are: COc1ccc2cnc(N)cc2c1.Clc1cc(CN2CCCC2)ccn1.